This data is from Peptide-MHC class I binding affinity with 185,985 pairs from IEDB/IMGT. The task is: Regression. Given a peptide amino acid sequence and an MHC pseudo amino acid sequence, predict their binding affinity value. This is MHC class I binding data. The peptide sequence is EVPAQYLTY. The MHC is HLA-A23:01 with pseudo-sequence HLA-A23:01. The binding affinity (normalized) is 0.0847.